Dataset: Reaction yield outcomes from USPTO patents with 853,638 reactions. Task: Predict the reaction yield, written as a fraction of the theoretical maximum amount of product (1.0 means a 100% yield; for example, 0.34 means a 34% yield). (1) The reactants are [NH2:1][C:2]1[N:11]=[CH:10][C:9]2[C:8](SC)=[N:7][CH:6]=[N:5][C:4]=2[CH:3]=1.[NH2:14][C:15]1[CH:22]=[CH:21][CH:20]=[CH:19][C:16]=1[CH2:17][NH2:18]. The catalyst is C(O)(C)C. The product is [NH2:1][C:2]1[N:11]=[CH:10][C:9]2[C:8]([NH:18][CH2:17][C:16]3[CH:19]=[CH:20][CH:21]=[CH:22][C:15]=3[NH2:14])=[N:7][CH:6]=[N:5][C:4]=2[CH:3]=1. The yield is 0.470. (2) The reactants are [CH2:1]([C:3]1[CH:11]=[C:10]([CH2:12][CH3:13])[C:9]([C:14]2[NH:18][C:17]([CH2:19][CH2:20][O:21][CH3:22])=[N:16][N:15]=2)=[CH:8][C:4]=1[C:5]([OH:7])=O)[CH3:2].Cl.[NH:24]1[CH2:29][CH2:28][CH:27]([C:30]2[CH:37]=[CH:36][C:33]([C:34]#[N:35])=[CH:32][CH:31]=2)[CH2:26][CH2:25]1.CCN=C=NCCCN(C)C.Cl. The catalyst is CN(C)C=O.CN(C)C1C=CN=CC=1.C(OCC)(=O)C. The product is [CH2:1]([C:3]1[CH:11]=[C:10]([CH2:12][CH3:13])[C:9]([C:14]2[NH:18][C:17]([CH2:19][CH2:20][O:21][CH3:22])=[N:16][N:15]=2)=[CH:8][C:4]=1[C:5]([N:24]1[CH2:29][CH2:28][CH:27]([C:30]2[CH:37]=[CH:36][C:33]([C:34]#[N:35])=[CH:32][CH:31]=2)[CH2:26][CH2:25]1)=[O:7])[CH3:2]. The yield is 0.420.